This data is from Catalyst prediction with 721,799 reactions and 888 catalyst types from USPTO. The task is: Predict which catalyst facilitates the given reaction. (1) Reactant: [C:1]1([OH:7])[CH:6]=[CH:5][CH:4]=[CH:3][CH:2]=1.[H-].[Na+].Br[CH2:11][C:12]1[CH:21]=[C:20]2[C:15]([CH:16]=[C:17]([C:26]([O:28][CH2:29][CH3:30])=[O:27])[CH:18]([C:22]([F:25])([F:24])[F:23])[O:19]2)=[CH:14][C:13]=1[Cl:31]. Product: [Cl:31][C:13]1[CH:14]=[C:15]2[C:20](=[CH:21][C:12]=1[CH2:11][O:7][C:1]1[CH:6]=[CH:5][CH:4]=[CH:3][CH:2]=1)[O:19][CH:18]([C:22]([F:25])([F:24])[F:23])[C:17]([C:26]([O:28][CH2:29][CH3:30])=[O:27])=[CH:16]2. The catalyst class is: 3. (2) Reactant: [CH3:1][N:2]1[C:6]([C:7]2[CH:12]=[CH:11][C:10]([NH:13][C:14]3[N:15]=[CH:16][C:17]4[C:22]([CH:23]=3)=[CH:21][C:20]([C:24]3[CH:25]=[N:26][N:27]([CH:29]5[CH2:34][CH2:33][N:32](C(OC(C)(C)C)=O)[CH2:31][CH2:30]5)[CH:28]=3)=[CH:19][CH:18]=4)=[C:9]([O:42][CH3:43])[CH:8]=2)=[CH:5][N:4]=[C:3]1[CH3:44].C(O)(C(F)(F)F)=O. Product: [CH3:1][N:2]1[C:6]([C:7]2[CH:12]=[CH:11][C:10]([NH:13][C:14]3[N:15]=[CH:16][C:17]4[C:22]([CH:23]=3)=[CH:21][C:20]([C:24]3[CH:25]=[N:26][N:27]([CH:29]5[CH2:34][CH2:33][NH:32][CH2:31][CH2:30]5)[CH:28]=3)=[CH:19][CH:18]=4)=[C:9]([O:42][CH3:43])[CH:8]=2)=[CH:5][N:4]=[C:3]1[CH3:44]. The catalyst class is: 2. (3) Reactant: Cl[C:2]1[CH:3]=[C:4]([C:11]#[N:12])[C:5](=[CH:8][C:9]=1Cl)[C:6]#[N:7].[C:13]1([OH:19])[CH:18]=[CH:17][CH:16]=[CH:15][CH:14]=1.[C:20](=[O:23])([O-])[O-].[K+].[K+]. Product: [O:19]([C:2]1[CH:3]=[C:4]([C:11]#[N:12])[C:5](=[CH:8][C:9]=1[O:23][C:20]1[CH:4]=[CH:3][CH:2]=[CH:9][CH:8]=1)[C:6]#[N:7])[C:13]1[CH:18]=[CH:17][CH:16]=[CH:15][CH:14]=1. The catalyst class is: 16.